This data is from TCR-epitope binding with 47,182 pairs between 192 epitopes and 23,139 TCRs. The task is: Binary Classification. Given a T-cell receptor sequence (or CDR3 region) and an epitope sequence, predict whether binding occurs between them. The epitope is EILDITPCSF. The TCR CDR3 sequence is CASSQEGWGGHRNTEAFF. Result: 0 (the TCR does not bind to the epitope).